This data is from Full USPTO retrosynthesis dataset with 1.9M reactions from patents (1976-2016). The task is: Predict the reactants needed to synthesize the given product. (1) Given the product [CH2:23]([NH:25][C:26]([NH:11][C:9]1[S:10][C:6]2[CH:5]=[C:4]([O:3][C:2]([F:1])([F:14])[F:15])[CH:13]=[CH:12][C:7]=2[N:8]=1)=[S:27])[CH3:24], predict the reactants needed to synthesize it. The reactants are: [F:1][C:2]([F:15])([F:14])[O:3][C:4]1[CH:13]=[CH:12][C:7]2[N:8]=[C:9]([NH2:11])[S:10][C:6]=2[CH:5]=1.C(N(CC)CC)C.[CH2:23]([N:25]=[C:26]=[S:27])[CH3:24]. (2) Given the product [CH3:35][C:21]1[N:22]=[C:23]([C:25]2[CH:26]=[CH:27][C:28]([C:31]([F:34])([F:32])[F:33])=[CH:29][CH:30]=2)[S:24][C:20]=1[CH2:19][CH2:18][O:17][C:14]1[CH:15]=[C:16]2[C:11]([CH:10]=[CH:9][N:8]2[CH2:7][C:6]([OH:36])=[O:5])=[CH:12][CH:13]=1, predict the reactants needed to synthesize it. The reactants are: C([O:5][C:6](=[O:36])[CH2:7][N:8]1[C:16]2[C:11](=[CH:12][CH:13]=[C:14]([O:17][CH2:18][CH2:19][C:20]3[S:24][C:23]([C:25]4[CH:30]=[CH:29][C:28]([C:31]([F:34])([F:33])[F:32])=[CH:27][CH:26]=4)=[N:22][C:21]=3[CH3:35])[CH:15]=2)[CH:10]=[CH:9]1)(C)(C)C.[OH-].[Na+]. (3) Given the product [Cl:1][C:2]1[CH:7]=[C:6]2[NH:8][C:9](=[O:46])[C@@:10]3([C@H:14]([CH2:15][C@H:16]([CH3:21])[C:17]([F:18])([F:19])[F:20])[NH:13][C@@H:12]([C:22]([NH:24][C:25]4[CH:35]=[CH:34][C:28]([C:29]([OH:31])=[O:30])=[CH:27][C:26]=4[O:36][CH3:37])=[O:23])[C@@H:11]3[C:38]3[CH:43]=[CH:42][CH:41]=[C:40]([Cl:44])[C:39]=3[F:45])[C:5]2=[CH:4][CH:3]=1, predict the reactants needed to synthesize it. The reactants are: [Cl:1][C:2]1[CH:7]=[C:6]2[NH:8][C:9](=[O:46])[C@@:10]3([C@H:14]([CH2:15][C@H:16]([CH3:21])[C:17]([F:20])([F:19])[F:18])[NH:13][C@@H:12]([C:22]([NH:24][C:25]4[CH:35]=[CH:34][C:28]([C:29]([O:31]CC)=[O:30])=[CH:27][C:26]=4[O:36][CH3:37])=[O:23])[C@@H:11]3[C:38]3[CH:43]=[CH:42][CH:41]=[C:40]([Cl:44])[C:39]=3[F:45])[C:5]2=[CH:4][CH:3]=1.Cl. (4) Given the product [CH2:9]([O:11][C:12]([C:14]1[CH:18]=[C:17]([CH:19]([F:20])[F:21])[N:16]([C:25](=[O:26])[N:24]([CH2:28][CH3:29])[CH2:22][CH3:23])[N:15]=1)=[O:13])[CH3:10], predict the reactants needed to synthesize it. The reactants are: N12CCN(CC1)CC2.[CH2:9]([O:11][C:12]([C:14]1[CH:18]=[C:17]([CH:19]([F:21])[F:20])[NH:16][N:15]=1)=[O:13])[CH3:10].[CH2:22]([N:24]([CH2:28][CH3:29])[C:25](Cl)=[O:26])[CH3:23].O. (5) The reactants are: Br[C:2]1[C:6]2[N:7]=[C:8]([C:22]3[CH:27]=[CH:26][N:25]=[CH:24][CH:23]=3)[N:9]=[C:10]([NH:11][CH2:12][C@@H:13]([NH2:21])[CH2:14][C:15]3[CH:20]=[CH:19][CH:18]=[CH:17][CH:16]=3)[C:5]=2[S:4][C:3]=1C.CNC.F[B-](F)(F)F.C([PH+](C(C)(C)C)C(C)(C)C)(C)(C)C.C1C[CH2:59][N:58]2[C:53](=NCC[CH2:57]2)CC1.[O:61]1CCOCC1. Given the product [CH3:53][N:58]([CH3:59])[C:57]([C:2]1[C:6]2[N:7]=[C:8]([C:22]3[CH:23]=[CH:24][N:25]=[CH:26][CH:27]=3)[N:9]=[C:10]([NH:11][CH2:12][C@@H:13]([NH2:21])[CH2:14][C:15]3[CH:20]=[CH:19][CH:18]=[CH:17][CH:16]=3)[C:5]=2[S:4][CH:3]=1)=[O:61], predict the reactants needed to synthesize it. (6) Given the product [NH2:1][C:4]1[CH:5]=[C:6]2[C:13]3([CH2:18][CH2:17][S:16][C:15]([NH:19][C:20](=[O:26])[O:21][C:22]([CH3:24])([CH3:23])[CH3:25])=[N:14]3)[CH2:12][CH2:11][O:10][C:7]2=[CH:8][CH:9]=1, predict the reactants needed to synthesize it. The reactants are: [N+:1]([C:4]1[CH:5]=[C:6]2[C:13]3([CH2:18][CH2:17][S:16][C:15]([NH:19][C:20](=[O:26])[O:21][C:22]([CH3:25])([CH3:24])[CH3:23])=[N:14]3)[CH2:12][CH2:11][O:10][C:7]2=[CH:8][CH:9]=1)([O-])=O.S(S([O-])=O)([O-])=O.[Na+].[Na+].CN(C)C=O. (7) Given the product [CH3:11][C:10]1[C:2]([C:14]2[CH:19]=[CH:18][CH:17]=[CH:16][CH:15]=2)=[CH:3][CH:4]=[C:5]2[C:9]=1[NH:8][C:7](=[O:12])[C:6]2=[O:13], predict the reactants needed to synthesize it. The reactants are: Br[C:2]1[C:10]([CH3:11])=[C:9]2[C:5]([C:6](=[O:13])[C:7](=[O:12])[NH:8]2)=[CH:4][CH:3]=1.[C:14]1(B(O)O)[CH:19]=[CH:18][CH:17]=[CH:16][CH:15]=1.C([O-])(O)=O.[Na+].